Dataset: Full USPTO retrosynthesis dataset with 1.9M reactions from patents (1976-2016). Task: Predict the reactants needed to synthesize the given product. (1) Given the product [CH:31]([C:29]1[CH:30]=[C:25]([N:21]2[C:20]([NH:7][C:8]3[CH:9]=[CH:10][C:11]([N:14]4[CH2:15][CH2:16][O:17][CH2:18][CH2:19]4)=[CH:12][CH:13]=3)=[CH:24][N:23]=[N:22]2)[C:26]([OH:35])=[CH:27][C:28]=1[OH:34])([CH3:33])[CH3:32], predict the reactants needed to synthesize it. The reactants are: C(OC(=O)[N:7]([C:20]1[N:21]([C:25]2[CH:30]=[C:29]([CH:31]([CH3:33])[CH3:32])[C:28]([OH:34])=[CH:27][C:26]=2[OH:35])[N:22]=[N:23][CH:24]=1)[C:8]1[CH:13]=[CH:12][C:11]([N:14]2[CH2:19][CH2:18][O:17][CH2:16][CH2:15]2)=[CH:10][CH:9]=1)(C)(C)C. (2) Given the product [C:1]([N:4]1[C:13]2[C:8](=[CH:9][C:10]([Br:14])=[CH:11][CH:12]=2)[C@H:7]([NH2:15])[CH2:6][C@@H:5]1[CH2:18][CH2:19][CH3:20])(=[O:3])[CH3:2], predict the reactants needed to synthesize it. The reactants are: [C:1]([N:4]1[C:13]2[C:8](=[CH:9][C:10]([Br:14])=[CH:11][CH:12]=2)[CH:7]([NH:15]C=O)[CH2:6][CH:5]1[CH2:18][CH2:19][CH3:20])(=[O:3])[CH3:2].Cl.C([O-])(O)=O.[Na+].